This data is from NCI-60 drug combinations with 297,098 pairs across 59 cell lines. The task is: Regression. Given two drug SMILES strings and cell line genomic features, predict the synergy score measuring deviation from expected non-interaction effect. (1) Synergy scores: CSS=3.50, Synergy_ZIP=-4.12, Synergy_Bliss=-6.21, Synergy_Loewe=-11.7, Synergy_HSA=-11.1. Drug 1: CC1=C(C(=O)C2=C(C1=O)N3CC4C(C3(C2COC(=O)N)OC)N4)N. Cell line: LOX IMVI. Drug 2: C(CCl)NC(=O)N(CCCl)N=O. (2) Cell line: MDA-MB-435. Synergy scores: CSS=1.49, Synergy_ZIP=-5.22, Synergy_Bliss=-8.69, Synergy_Loewe=-12.7, Synergy_HSA=-7.75. Drug 1: C1=CC(=CC=C1CCCC(=O)O)N(CCCl)CCCl. Drug 2: C1C(C(OC1N2C=C(C(=O)NC2=O)F)CO)O. (3) Drug 1: CCCS(=O)(=O)NC1=C(C(=C(C=C1)F)C(=O)C2=CNC3=C2C=C(C=N3)C4=CC=C(C=C4)Cl)F. Drug 2: C(CN)CNCCSP(=O)(O)O. Cell line: HCT-15. Synergy scores: CSS=-1.52, Synergy_ZIP=0.558, Synergy_Bliss=1.19, Synergy_Loewe=-1.35, Synergy_HSA=-1.20. (4) Drug 1: CC(C1=C(C=CC(=C1Cl)F)Cl)OC2=C(N=CC(=C2)C3=CN(N=C3)C4CCNCC4)N. Drug 2: CC1=C(C=C(C=C1)C(=O)NC2=CC(=CC(=C2)C(F)(F)F)N3C=C(N=C3)C)NC4=NC=CC(=N4)C5=CN=CC=C5. Cell line: OVCAR-4. Synergy scores: CSS=-0.802, Synergy_ZIP=1.34, Synergy_Bliss=0.951, Synergy_Loewe=-0.0593, Synergy_HSA=-1.28.